Dataset: Full USPTO retrosynthesis dataset with 1.9M reactions from patents (1976-2016). Task: Predict the reactants needed to synthesize the given product. (1) Given the product [F:1][C:2]([F:7])([F:6])[C:3]([OH:5])=[O:4].[Br:8][C:9]1[CH:10]=[C:11]([N:16]2[C:20](=[O:21])[O:19][N:18]=[C:17]2[C:22]2[C:23]([NH:27][CH2:28][C:29]3[CH:30]=[CH:31][C:32]([CH2:35][N:36]4[CH2:41][CH2:40][S:39](=[O:43])(=[O:42])[CH2:38][CH2:37]4)=[CH:33][CH:34]=3)=[N:24][O:25][N:26]=2)[CH:12]=[CH:13][C:14]=1[F:15], predict the reactants needed to synthesize it. The reactants are: [F:1][C:2]([F:7])([F:6])[C:3]([OH:5])=[O:4].[Br:8][C:9]1[CH:10]=[C:11]([N:16]2[C:20](=[O:21])[O:19][N:18]=[C:17]2[C:22]2[C:23]([NH:27][C:28](=O)[C:29]3[CH:34]=[CH:33][C:32]([CH2:35][N:36]4[CH2:41][CH2:40][S:39](=[O:43])(=[O:42])[CH2:38][CH2:37]4)=[CH:31][CH:30]=3)=[N:24][O:25][N:26]=2)[CH:12]=[CH:13][C:14]=1[F:15].P(Cl)(Cl)(Cl)(Cl)Cl. (2) Given the product [CH3:9][C:3]1[C:2]2[N:1]=[CH:13][NH:8][C:7]=2[CH:6]=[CH:5][CH:4]=1, predict the reactants needed to synthesize it. The reactants are: [NH2:1][C:2]1[C:7]([NH2:8])=[CH:6][CH:5]=[CH:4][C:3]=1[CH3:9].Cl.[OH-].[NH4+].[CH:13](O)=O. (3) Given the product [CH3:20][C:15]1[N:16]=[CH:17][CH:18]=[C:19]2[C:14]=1[C:13](=[O:21])[N:12]([CH3:22])[C:11]1[CH:23]=[C:24]([O:25][CH2:26][C@@H:27]([NH:32][C:33](=[O:39])[O:34][C:35]([CH3:36])([CH3:38])[CH3:37])[CH2:28][CH:29]([CH3:31])[CH3:30])[C:8]([C:2]3[S:6][CH:5]=[N:4][CH:3]=3)=[CH:9][C:10]2=1, predict the reactants needed to synthesize it. The reactants are: Br[C:2]1[S:6][CH:5]=[N:4][CH:3]=1.Br[C:8]1[C:24]([O:25][CH2:26][C@@H:27]([NH:32][C:33](=[O:39])[O:34][C:35]([CH3:38])([CH3:37])[CH3:36])[CH2:28][CH:29]([CH3:31])[CH3:30])=[CH:23][C:11]2[N:12]([CH3:22])[C:13](=[O:21])[C:14]3[C:19]([C:10]=2[CH:9]=1)=[CH:18][CH:17]=[N:16][C:15]=3[CH3:20].[Cl-].[Li+].